This data is from Full USPTO retrosynthesis dataset with 1.9M reactions from patents (1976-2016). The task is: Predict the reactants needed to synthesize the given product. (1) Given the product [CH2:33]1[CH:31]2[CH:27]([C:4]3[O:8][N:9]=[C:10]([NH2:15])[N:5]=3)[CH2:25][N:28]([CH2:29]2)[CH2:32]1, predict the reactants needed to synthesize it. The reactants are: CN([C:4]([O:8][N:9]1N=NC2C=CC=[N:15][C:10]1=2)=[N+:5](C)C)C.F[P-](F)(F)(F)(F)F.[CH:25]([N:28]([CH2:32][CH3:33])[CH:29]([CH3:31])C)([CH3:27])C.N1CCCC(C(O)=O)C1. (2) Given the product [Br:1][C:2]1[CH:7]=[CH:6][C:5]([O:8][CH2:15][CH:9]2[CH2:14][CH2:13][CH2:12][CH2:11][CH2:10]2)=[CH:4][CH:3]=1, predict the reactants needed to synthesize it. The reactants are: [Br:1][C:2]1[CH:7]=[CH:6][C:5]([OH:8])=[CH:4][CH:3]=1.[CH:9]1([CH2:15]C2C=CC=CC=2O)[CH2:14][CH2:13][CH2:12][CH2:11][CH2:10]1.C1(P(C2C=CC=CC=2)C2C=CC=CC=2)C=CC=CC=1.N(C(OCC)=O)=NC(OCC)=O.C1(C)C=CC=CC=1. (3) Given the product [NH2:1][CH:2]1[CH2:7][CH2:6][CH2:5][CH2:4][CH:3]1[N:8]1[CH:17]([C:18]2[CH:23]=[CH:22][C:21]([Cl:24])=[CH:20][C:19]=2[Cl:25])[CH:16]([C:26]([O:28][CH2:30][CH3:31])=[O:27])[C:15]2[C:10](=[CH:11][CH:12]=[CH:13][CH:14]=2)[C:9]1=[O:29], predict the reactants needed to synthesize it. The reactants are: [NH2:1][CH:2]1[CH2:7][CH2:6][CH2:5][CH2:4][CH:3]1[N:8]1[CH:17]([C:18]2[CH:23]=[CH:22][C:21]([Cl:24])=[CH:20][C:19]=2[Cl:25])[CH:16]([C:26]([OH:28])=[O:27])[C:15]2[C:10](=[CH:11][CH:12]=[CH:13][CH:14]=2)[C:9]1=[O:29].[CH2:30](O)[CH3:31].S(=O)(=O)(O)O.C(OCC)(=O)C. (4) The reactants are: [Cl:1][C:2]1[C:7]([C:8]([F:11])([F:10])[F:9])=[CH:6][CH:5]=[CH:4][C:3]=1[C:12]([N:14]1[CH2:19][CH2:18][N:17]([CH2:20][CH3:21])[C:16](=[O:22])[CH2:15]1)=[O:13].Br[CH:24](C)C. Given the product [Cl:1][C:2]1[C:7]([C:8]([F:11])([F:9])[F:10])=[CH:6][CH:5]=[CH:4][C:3]=1[C:12]([N:14]1[CH2:19][CH2:18][N:17]([CH:20]([CH3:24])[CH3:21])[C:16](=[O:22])[CH2:15]1)=[O:13], predict the reactants needed to synthesize it. (5) Given the product [CH3:1][O:2][C:3](=[O:20])[CH2:4][CH2:5][C:6]1[C:11]([O:12][CH2:13][CH2:14][CH2:15][CH2:16][CH2:17][OH:18])=[CH:10][CH:9]=[CH:8][C:7]=1[O:19][CH2:22][CH2:23][CH2:24][C:25]([O:27][C:28]([CH3:31])([CH3:30])[CH3:29])=[O:26], predict the reactants needed to synthesize it. The reactants are: [CH3:1][O:2][C:3](=[O:20])[CH2:4][CH2:5][C:6]1[C:11]([O:12][CH2:13][CH2:14][CH2:15][CH2:16][CH2:17][OH:18])=[CH:10][CH:9]=[CH:8][C:7]=1[OH:19].Br[CH2:22][CH2:23][CH2:24][C:25]([O:27][C:28]([CH3:31])([CH3:30])[CH3:29])=[O:26].C([O-])([O-])=O.[K+].[K+]. (6) Given the product [Si:1]([O:18][CH2:19][CH2:20][CH2:21][C:22]1[CH:23]=[CH:24][C:25]([O:26][CH2:27][C:28](=[O:44])[CH2:29][O:30][C:31]2[CH:36]=[CH:35][C:34]([C:37]([O:39][C:40]([CH3:43])([CH3:42])[CH3:41])=[O:38])=[CH:33][CH:32]=2)=[CH:45][CH:46]=1)([C:14]([CH3:17])([CH3:15])[CH3:16])([C:2]1[CH:7]=[CH:6][CH:5]=[CH:4][CH:3]=1)[C:8]1[CH:13]=[CH:12][CH:11]=[CH:10][CH:9]=1, predict the reactants needed to synthesize it. The reactants are: [Si:1]([O:18][CH2:19][CH2:20][CH2:21][C:22]1[CH:46]=[CH:45][C:25]([O:26][CH2:27][CH:28]([OH:44])[CH2:29][O:30][C:31]2[CH:36]=[CH:35][C:34]([C:37]([O:39][C:40]([CH3:43])([CH3:42])[CH3:41])=[O:38])=[CH:33][CH:32]=2)=[CH:24][CH:23]=1)([C:14]([CH3:17])([CH3:16])[CH3:15])([C:8]1[CH:13]=[CH:12][CH:11]=[CH:10][CH:9]=1)[C:2]1[CH:7]=[CH:6][CH:5]=[CH:4][CH:3]=1.CC(OI1(OC(C)=O)(OC(C)=O)OC(=O)C2C1=CC=CC=2)=O. (7) The reactants are: [CH2:1]([C:4]1[N:9]=[C:8]([C:10]2[CH:11]=[N:12][C:13]3[C:18]([CH:19]=2)=[CH:17][CH:16]=[CH:15][CH:14]=3)[NH:7][C:6](=[O:20])[CH:5]=1)[CH2:2][CH3:3].C(N(CC)CC)C.[F:28][C:29]([F:42])([F:41])[S:30](O[S:30]([C:29]([F:42])([F:41])[F:28])(=[O:32])=[O:31])(=[O:32])=[O:31]. Given the product [CH2:1]([C:4]1[N:9]=[C:8]([C:10]2[CH:11]=[N:12][C:13]3[C:18]([CH:19]=2)=[CH:17][CH:16]=[CH:15][CH:14]=3)[N:7]=[C:6]([O:20][S:30]([C:29]([F:42])([F:41])[F:28])(=[O:32])=[O:31])[CH:5]=1)[CH2:2][CH3:3], predict the reactants needed to synthesize it. (8) Given the product [Cl:1][C:2]1[CH:7]=[CH:6][C:5]([C:8]2[CH:13]=[C:12]([C:14]3[C:19]([C:20]([O-:22])=[O:21])=[CH:18][CH:17]=[CH:16][N:15]=3)[CH:11]=[CH:10][N:9]=2)=[C:4]([F:24])[CH:3]=1.[K+:26], predict the reactants needed to synthesize it. The reactants are: [Cl:1][C:2]1[CH:7]=[CH:6][C:5]([C:8]2[CH:13]=[C:12]([C:14]3[C:19]([C:20]([O:22]C)=[O:21])=[CH:18][CH:17]=[CH:16][N:15]=3)[CH:11]=[CH:10][N:9]=2)=[C:4]([F:24])[CH:3]=1.[OH-].[K+:26].